From a dataset of Reaction yield outcomes from USPTO patents with 853,638 reactions. Predict the reaction yield, written as a fraction of the theoretical maximum amount of product (1.0 means a 100% yield; for example, 0.34 means a 34% yield). The reactants are [NH2:1][C:2]1[CH:16]=[N:15][C:5]2[NH:6][C:7]3[CH:12]=[N:11][C:10]([C:13]#[N:14])=[CH:9][C:8]=3[C:4]=2[CH:3]=1.[N:17]1([C:22](Cl)=[O:23])[CH2:21][CH2:20][CH2:19][CH2:18]1.C(=O)(O)[O-].[Na+]. The catalyst is N1C=CC=CC=1.CO.C(Cl)Cl.O. The product is [N:17]1([C:22]([NH:1][C:2]2[CH:16]=[N:15][C:5]3[NH:6][C:7]4[CH:12]=[N:11][C:10]([C:13]#[N:14])=[CH:9][C:8]=4[C:4]=3[CH:3]=2)=[O:23])[CH2:21][CH2:20][CH2:19][CH2:18]1. The yield is 0.110.